Task: Predict the reactants needed to synthesize the given product.. Dataset: Retrosynthesis with 50K atom-mapped reactions and 10 reaction types from USPTO (1) The reactants are: CCOC(=O)C(Cc1ccc(OCCNC(=O)c2ccc(-c3ccccn3)cc2)cc1)Nc1ccccc1. Given the product O=C(NCCOc1ccc(CC(Nc2ccccc2)C(=O)O)cc1)c1ccc(-c2ccccn2)cc1, predict the reactants needed to synthesize it. (2) Given the product CCc1ccc(O)c(-c2cccnc2)c1, predict the reactants needed to synthesize it. The reactants are: CCc1ccc(O)c(Br)c1.OB(O)c1cccnc1. (3) Given the product CCN1C(=O)C(F)(F)CN(C2CCCC2)c2nc(Nc3ccc(C(=O)NC4CCOCC4)cc3)ncc21, predict the reactants needed to synthesize it. The reactants are: CCN1C(=O)C(F)(F)CN(C2CCCC2)c2nc(Cl)ncc21.Nc1ccc(C(=O)NC2CCOCC2)cc1. (4) Given the product CCCCc1nc(CO)c(C(=O)O)n1Cc1ccc(-c2ccccc2-c2nnn[nH]2)cc1, predict the reactants needed to synthesize it. The reactants are: CCCCc1nc(CO)c(C(=O)OC)n1Cc1ccc(-c2ccccc2-c2nnn[nH]2)cc1. (5) Given the product O=C(O)[C@@H]1CCCC[C@H]1c1oc(-c2ccc(F)cc2)nc1-c1ccc(Br)cc1, predict the reactants needed to synthesize it. The reactants are: COC(=O)[C@@H]1CCCC[C@H]1c1oc(-c2ccc(F)cc2)nc1-c1ccc(Br)cc1. (6) The reactants are: NCC(O)(CNC(=O)c1cnn(-c2ccc(F)cc2)c1N)C(F)(F)F.O=C(Cl)c1c(Cl)cccc1Cl. Given the product Nc1c(C(=O)NCC(O)(CNC(=O)c2c(Cl)cccc2Cl)C(F)(F)F)cnn1-c1ccc(F)cc1, predict the reactants needed to synthesize it.